This data is from Full USPTO retrosynthesis dataset with 1.9M reactions from patents (1976-2016). The task is: Predict the reactants needed to synthesize the given product. (1) Given the product [CH:1]1([CH2:6][CH:7]([N:11]2[C:16](=[O:17])[CH:15]=[C:14]([O:18][C:19]3[CH:24]=[CH:23][CH:22]=[CH:21][C:20]=3[C:25]([F:27])([F:28])[F:26])[CH:13]=[N:12]2)[C:8]([NH:39][C:32]2[CH:33]=[C:34]([C:35]([F:36])([F:37])[F:38])[N:30]([CH3:29])[N:31]=2)=[O:9])[CH2:2][CH2:3][CH2:4][CH2:5]1, predict the reactants needed to synthesize it. The reactants are: [CH:1]1([CH2:6][CH:7]([N:11]2[C:16](=[O:17])[CH:15]=[C:14]([O:18][C:19]3[CH:24]=[CH:23][CH:22]=[CH:21][C:20]=3[C:25]([F:28])([F:27])[F:26])[CH:13]=[N:12]2)[C:8](O)=[O:9])[CH2:5][CH2:4][CH2:3][CH2:2]1.[CH3:29][N:30]1[C:34]([C:35]([F:38])([F:37])[F:36])=[CH:33][C:32]([NH2:39])=[N:31]1. (2) Given the product [Cl:22][CH2:14][C:10]1[CH:11]=[CH:12][CH:13]=[C:8]([O:7][C:6]2[CH:16]=[CH:17][C:3]([C:2]([F:19])([F:18])[F:1])=[CH:4][CH:5]=2)[CH:9]=1, predict the reactants needed to synthesize it. The reactants are: [F:1][C:2]([F:19])([F:18])[C:3]1[CH:17]=[CH:16][C:6]([O:7][C:8]2[CH:9]=[C:10]([CH2:14]O)[CH:11]=[CH:12][CH:13]=2)=[CH:5][CH:4]=1.S(Cl)([Cl:22])=O. (3) Given the product [C:20]([O:19][C:18](=[O:24])[N:17]([CH2:16][C:4]1[CH:3]=[C:2]([C:28]2[CH:29]=[C:30]([O:33][CH3:34])[CH:31]=[CH:32][C:27]=2[F:26])[N:6]([S:7]([C:10]2[CH:11]=[N:12][CH:13]=[CH:14][CH:15]=2)(=[O:9])=[O:8])[CH:5]=1)[CH3:25])([CH3:23])([CH3:22])[CH3:21], predict the reactants needed to synthesize it. The reactants are: Br[C:2]1[N:6]([S:7]([C:10]2[CH:11]=[N:12][CH:13]=[CH:14][CH:15]=2)(=[O:9])=[O:8])[CH:5]=[C:4]([CH2:16][N:17]([CH3:25])[C:18](=[O:24])[O:19][C:20]([CH3:23])([CH3:22])[CH3:21])[CH:3]=1.[F:26][C:27]1[CH:32]=[CH:31][C:30]([O:33][CH3:34])=[CH:29][C:28]=1B(O)O.C(=O)([O-])O.[Na+].COCCOC. (4) The reactants are: [CH2:1]([O:3][C:4](=[O:35])[CH2:5][C:6]1([NH:17][C:18]([NH:20][C:21]2[CH:26]=[CH:25][C:24]([CH2:27][CH2:28][CH2:29][CH2:30][CH2:31][CH2:32][CH2:33][CH3:34])=[CH:23][CH:22]=2)=[O:19])[CH2:9][N:8](C(OCCCC)=O)[CH2:7]1)[CH3:2].FC(F)(F)C(O)=O. Given the product [CH2:27]([C:24]1[CH:23]=[CH:22][C:21]([NH:20][C:18](=[O:19])[NH:17][C:6]2([CH2:5][C:4]([O:3][CH2:1][CH3:2])=[O:35])[CH2:9][NH:8][CH2:7]2)=[CH:26][CH:25]=1)[CH2:28][CH2:29][CH2:30][CH2:31][CH2:32][CH2:33][CH3:34], predict the reactants needed to synthesize it. (5) The reactants are: [CH2:1]([NH:3][C:4]1[S:5][C@H:6]2[O:12][C@H:11]([CH2:13]O)[C@@H:10]([OH:15])[C@H:9]([OH:16])[C@H:7]2[N:8]=1)[CH3:2].C1(P(C2C=CC=CC=2)C2C=CC=CC=2)C=CC=CC=1.C(OCC(/N=N\C(OC(C)C)=O)=O)(C)C.P([N:67]=[N+:68]=[N-:69])(OC1C=CC=CC=1)(OC1C=CC=CC=1)=O. Given the product [N:67]([CH2:13][CH:11]1[O:12][CH:6]2[CH:7]([N:8]=[C:4]([NH:3][CH2:1][CH3:2])[S:5]2)[CH:9]([OH:16])[CH:10]1[OH:15])=[N+:68]=[N-:69], predict the reactants needed to synthesize it.